From a dataset of NCI-60 drug combinations with 297,098 pairs across 59 cell lines. Regression. Given two drug SMILES strings and cell line genomic features, predict the synergy score measuring deviation from expected non-interaction effect. (1) Drug 1: CC12CCC3C(C1CCC2O)C(CC4=C3C=CC(=C4)O)CCCCCCCCCS(=O)CCCC(C(F)(F)F)(F)F. Drug 2: C(CN)CNCCSP(=O)(O)O. Cell line: CAKI-1. Synergy scores: CSS=-4.94, Synergy_ZIP=3.52, Synergy_Bliss=0.104, Synergy_Loewe=-3.38, Synergy_HSA=-4.15. (2) Drug 1: CNC(=O)C1=CC=CC=C1SC2=CC3=C(C=C2)C(=NN3)C=CC4=CC=CC=N4. Drug 2: CC1=C(C=C(C=C1)C(=O)NC2=CC(=CC(=C2)C(F)(F)F)N3C=C(N=C3)C)NC4=NC=CC(=N4)C5=CN=CC=C5. Cell line: 786-0. Synergy scores: CSS=0.760, Synergy_ZIP=1.57, Synergy_Bliss=2.52, Synergy_Loewe=0.736, Synergy_HSA=1.05.